Task: Predict the product of the given reaction.. Dataset: Forward reaction prediction with 1.9M reactions from USPTO patents (1976-2016) (1) Given the reactants [CH2:1]([O:8][C:9]1[CH:14]=[CH:13][C:12](B2OC(C)(C)C(C)(C)O2)=[CH:11][C:10]=1[CH3:24])[C:2]1[CH:7]=[CH:6][CH:5]=[CH:4][CH:3]=1.Br[C:26]1[CH:31]=[CH:30][C:29]([C:32]2[N:33]([CH2:41][O:42][CH2:43][CH2:44][Si:45]([CH3:48])([CH3:47])[CH3:46])[CH:34]=[C:35]([C:37]([F:40])([F:39])[F:38])[N:36]=2)=[CH:28][N:27]=1, predict the reaction product. The product is: [CH2:1]([O:8][C:9]1[CH:14]=[CH:13][C:12]([C:26]2[N:27]=[CH:28][C:29]([C:32]3[N:33]([CH2:41][O:42][CH2:43][CH2:44][Si:45]([CH3:48])([CH3:47])[CH3:46])[CH:34]=[C:35]([C:37]([F:39])([F:40])[F:38])[N:36]=3)=[CH:30][CH:31]=2)=[CH:11][C:10]=1[CH3:24])[C:2]1[CH:3]=[CH:4][CH:5]=[CH:6][CH:7]=1. (2) Given the reactants [Cl:1][C:2]1[CH:7]=[CH:6][CH:5]=[CH:4][C:3]=1[CH2:8][N:9]1[C:14](=[O:15])[CH2:13][C:12](=[O:16])[N:11]([CH2:17][C:18]2[CH:23]=[CH:22][CH:21]=[CH:20][C:19]=2[Cl:24])[C:10]1=[O:25].ClC1C=CC=CC=1CN=C=O.ClC1C=CC=CC=1CN.C(C(C(Cl)=O)C(Cl)=O)C.C1CCN2C(=NCCC2)CC1.C(N(C(C)C)CC)(C)C.[N:75]([CH2:78][C:79]([O:81]CC)=[O:80])=[C:76]=[O:77], predict the reaction product. The product is: [Cl:24][C:19]1[CH:20]=[CH:21][CH:22]=[CH:23][C:18]=1[CH2:17][N:11]1[C:12]([OH:16])=[C:13]([C:76]([NH:75][CH2:78][C:79]([OH:81])=[O:80])=[O:77])[C:14](=[O:15])[N:9]([CH2:8][C:3]2[CH:4]=[CH:5][CH:6]=[CH:7][C:2]=2[Cl:1])[C:10]1=[O:25]. (3) Given the reactants COC(C1C=C(O)C2C(=C(N)C=CC=2)N=1)=O.C[O:18][C:19]([C:21]1[CH:30]=[C:29]([OH:31])[C:28]2[C:23](=[C:24]([OH:39])[CH:25]=[C:26]([C:32]3[CH:37]=[CH:36][CH:35]=[C:34]([CH3:38])[CH:33]=3)[CH:27]=2)[N:22]=1)=[O:20], predict the reaction product. The product is: [OH:31][C:29]1[C:28]2[C:23](=[C:24]([OH:39])[CH:25]=[C:26]([C:32]3[CH:37]=[CH:36][CH:35]=[C:34]([CH3:38])[CH:33]=3)[CH:27]=2)[N:22]=[C:21]([C:19]([OH:20])=[O:18])[CH:30]=1. (4) Given the reactants Br[C:2]1[N:6]([S:7]([N:10]2[CH2:15][CH2:14][CH2:13][CH2:12][CH2:11]2)(=[O:9])=[O:8])[C:5]([CH3:16])=[C:4]([C:17]([O:19][CH2:20][CH3:21])=[O:18])[CH:3]=1.[C:22]([C:26]1[CH:27]=[C:28](B(O)O)[CH:29]=[C:30]([C:32]([CH3:35])([CH3:34])[CH3:33])[CH:31]=1)([CH3:25])([CH3:24])[CH3:23].C([O-])([O-])=O.[Na+].[Na+], predict the reaction product. The product is: [C:22]([C:26]1[CH:27]=[C:28]([C:2]2[N:6]([S:7]([N:10]3[CH2:15][CH2:14][CH2:13][CH2:12][CH2:11]3)(=[O:9])=[O:8])[C:5]([CH3:16])=[C:4]([C:17]([O:19][CH2:20][CH3:21])=[O:18])[CH:3]=2)[CH:29]=[C:30]([C:32]([CH3:35])([CH3:34])[CH3:33])[CH:31]=1)([CH3:25])([CH3:24])[CH3:23]. (5) Given the reactants [OH-].[Na+].C([O:5][C:6](=[O:38])[CH2:7][O:8][C:9]1[CH:14]=[CH:13][C:12]([C:15](=[O:37])[CH2:16][N:17]2[CH2:25][C:24]3[C:19](=[CH:20][CH:21]=[C:22]([C:26]([NH:28][C:29]([O:31][C:32]([CH3:35])([CH3:34])[CH3:33])=[O:30])=[NH:27])[CH:23]=3)[C:18]2=[O:36])=[CH:11][CH:10]=1)C.CC(O)=O, predict the reaction product. The product is: [C:32]([O:31][C:29]([NH:28][C:26](=[NH:27])[C:22]1[CH:23]=[C:24]2[C:19](=[CH:20][CH:21]=1)[C:18](=[O:36])[N:17]([CH2:16][C:15]([C:12]1[CH:11]=[CH:10][C:9]([O:8][CH2:7][C:6]([OH:38])=[O:5])=[CH:14][CH:13]=1)=[O:37])[CH2:25]2)=[O:30])([CH3:35])([CH3:33])[CH3:34]. (6) Given the reactants Cl[C:2]1[N:7]=[CH:6][C:5]2[C:8]([N:14]3[CH2:17][C:16]([CH3:19])([OH:18])[CH2:15]3)=[N:9][N:10]([CH:11]([CH3:13])[CH3:12])[C:4]=2[CH:3]=1.C1(P(C2C=CC=CC=2)C2C3OC4C(=CC=CC=4P(C4C=CC=CC=4)C4C=CC=CC=4)C(C)(C)C=3C=CC=2)C=CC=CC=1.C(=O)([O-])[O-].[Cs+].[Cs+].[CH:68]1([S:71]([N:74]2[CH:78]=[C:77]([C:79]3[N:84]=[C:83]([NH2:85])[CH:82]=[CH:81][N:80]=3)[CH:76]=[N:75]2)(=[O:73])=[O:72])[CH2:70][CH2:69]1, predict the reaction product. The product is: [CH:68]1([S:71]([N:74]2[CH:78]=[C:77]([C:79]3[N:84]=[C:83]([NH:85][C:2]4[N:7]=[CH:6][C:5]5[C:8]([N:14]6[CH2:17][C:16]([CH3:19])([OH:18])[CH2:15]6)=[N:9][N:10]([CH:11]([CH3:13])[CH3:12])[C:4]=5[CH:3]=4)[CH:82]=[CH:81][N:80]=3)[CH:76]=[N:75]2)(=[O:72])=[O:73])[CH2:70][CH2:69]1. (7) Given the reactants [Cl:1][C:2]1[N:6]([CH3:7])[N:5]=[C:4]([C:8]2[CH:13]=[CH:12][C:11]([O:14][CH3:15])=[C:10]([CH3:16])[CH:9]=2)[C:3]=1[CH:17]=O.FC(F)(F)C(O)=O.C[SiH](C)C, predict the reaction product. The product is: [Cl:1][C:2]1[N:6]([CH3:7])[N:5]=[C:4]([C:8]2[CH:13]=[CH:12][C:11]([O:14][CH3:15])=[C:10]([CH3:16])[CH:9]=2)[C:3]=1[CH3:17].